Task: Predict the product of the given reaction.. Dataset: Forward reaction prediction with 1.9M reactions from USPTO patents (1976-2016) (1) Given the reactants Cl.O1CCOCC1.[NH2:8][C:9]([C:11]1[CH:16]=[C:15]([Cl:17])[N:14]=[C:13]([N:18]2[CH2:23][CH2:22][CH:21]([NH:24]C(=O)OC(C)(C)C)[CH2:20][CH2:19]2)[CH:12]=1)=[O:10], predict the reaction product. The product is: [ClH:17].[NH2:24][CH:21]1[CH2:20][CH2:19][N:18]([C:13]2[CH:12]=[C:11]([CH:16]=[C:15]([Cl:17])[N:14]=2)[C:9]([NH2:8])=[O:10])[CH2:23][CH2:22]1. (2) Given the reactants [F:1][CH:2]([F:21])[O:3][C:4]1[CH:5]=[C:6]([NH:14][CH2:15][C:16]2[S:20][CH:19]=[N:18][CH:17]=2)[CH:7]=[CH:8][C:9]=1[O:10][CH:11]([F:13])[F:12].[C:22]([O:26][C:27](=[O:35])[C:28]1[CH:33]=[CH:32][C:31](Br)=[CH:30][CH:29]=1)([CH3:25])([CH3:24])[CH3:23].P(C(C)(C)C)(C(C)(C)C)C(C)(C)C, predict the reaction product. The product is: [C:22]([O:26][C:27](=[O:35])[C:28]1[CH:33]=[CH:32][C:31]([N:14]([C:6]2[CH:7]=[CH:8][C:9]([O:10][CH:11]([F:12])[F:13])=[C:4]([O:3][CH:2]([F:1])[F:21])[CH:5]=2)[CH2:15][C:16]2[S:20][CH:19]=[N:18][CH:17]=2)=[CH:30][CH:29]=1)([CH3:25])([CH3:23])[CH3:24]. (3) Given the reactants [CH3:1][O:2][C:3]1[CH:4]=[C:5]2[C:10](=[CH:11][C:12]=1[O:13][CH2:14][CH2:15][CH2:16][N:17]1[CH2:22][CH2:21][O:20][CH2:19][CH2:18]1)[N:9]=[CH:8][N:7]=[C:6]2[O:23]C1C=CC=CC=1, predict the reaction product. The product is: [CH3:1][O:2][C:3]1[CH:4]=[C:5]2[C:10](=[CH:11][C:12]=1[O:13][CH2:14][CH2:15][CH2:16][N:17]1[CH2:22][CH2:21][O:20][CH2:19][CH2:18]1)[N:9]=[CH:8][NH:7][C:6]2=[O:23]. (4) Given the reactants [NH2:1][C:2]1[N:7]=[CH:6][N:5]=[C:4]([NH:8][C@H:9]([C:11]2[N:16]([C:17]3[CH:22]=[CH:21][CH:20]=[CH:19][CH:18]=3)[C:15](=[O:23])[C:14]3=[C:24]([CH3:27])[CH:25]=[CH:26][N:13]3[N:12]=2)[CH3:10])[C:3]=1I.C[C:30]1[C:35]([F:36])=[C:34]([O:37][CH3:38])[CH:33]=[CH:32][C:31]=1[SH:39].C(=O)([O-])[O-].[K+].[K+], predict the reaction product. The product is: [NH2:1][C:2]1[N:7]=[CH:6][N:5]=[C:4]([NH:8][C@H:9]([C:11]2[N:16]([C:17]3[CH:22]=[CH:21][CH:20]=[CH:19][CH:18]=3)[C:15](=[O:23])[C:14]3=[C:24]([CH3:27])[CH:25]=[CH:26][N:13]3[N:12]=2)[CH3:10])[C:3]=1[S:39][C:31]1[CH:32]=[CH:33][C:34]([O:37][CH3:38])=[C:35]([F:36])[CH:30]=1. (5) Given the reactants C([CH:3]1[C:8]2([CH2:13][CH2:12][CH2:11][CH2:10][CH2:9]2)[CH:7](C(OC)=O)[C:6](=[O:18])[NH:5][C:4]1=[O:19])#N.[OH-].[Na+].Cl, predict the reaction product. The product is: [O:19]=[C:4]1[NH:5][C:6](=[O:18])[CH2:7][C:8]2([CH2:13][CH2:12][CH2:11][CH2:10][CH2:9]2)[CH2:3]1. (6) Given the reactants [CH2:1]([O:3][C:4](=[O:38])[C:5]([O:8][C:9]1[CH:14]=[CH:13][C:12]([O:15][CH2:16][CH2:17][C:18]2[N:19]=[C:20]([C:24]3[CH:29]=[CH:28][C:27]([O:30]CC4C=CC=CC=4)=[CH:26][CH:25]=3)[O:21][C:22]=2[CH3:23])=[CH:11][CH:10]=1)([CH3:7])[CH3:6])[CH3:2], predict the reaction product. The product is: [CH2:1]([O:3][C:4](=[O:38])[C:5]([O:8][C:9]1[CH:10]=[CH:11][C:12]([O:15][CH2:16][CH2:17][C:18]2[N:19]=[C:20]([C:24]3[CH:29]=[CH:28][C:27]([OH:30])=[CH:26][CH:25]=3)[O:21][C:22]=2[CH3:23])=[CH:13][CH:14]=1)([CH3:7])[CH3:6])[CH3:2]. (7) Given the reactants [H-].[Na+].[C:3]([O:9][CH3:10])(=[O:8])[CH2:4][C:5]([CH3:7])=[O:6].C([Li])CCC.[F:16][C:17]1[CH:22]=[CH:21][C:20]([C:23]2[C:31]3[C:26](=[CH:27][CH:28]=[CH:29][CH:30]=3)[N:25]([CH:32]([CH3:34])[CH3:33])[C:24]=2[CH:35]=[O:36])=[CH:19][CH:18]=1, predict the reaction product. The product is: [CH3:10][O:9][C:3](=[O:8])[CH:4]=[C:5]([OH:6])[CH2:7][CH:35]([C:24]1[N:25]([CH:32]([CH3:34])[CH3:33])[C:26]2[C:31]([C:23]=1[C:20]1[CH:21]=[CH:22][C:17]([F:16])=[CH:18][CH:19]=1)=[CH:30][CH:29]=[CH:28][CH:27]=2)[OH:36]. (8) Given the reactants [O-:1][CH2:2][CH3:3].[Na+].Cl[C:6]1[C:19]2[C:10](=[C:11]3[C:16](=[CH:17][CH:18]=2)[CH:15]=[CH:14][CH:13]=[N:12]3)[N:9]=[C:8]([CH3:20])[CH:7]=1, predict the reaction product. The product is: [CH3:20][C:8]1[CH:7]=[C:6]([O:1][CH2:2][CH3:3])[C:19]2[C:10](=[C:11]3[C:16](=[CH:17][CH:18]=2)[CH:15]=[CH:14][CH:13]=[N:12]3)[N:9]=1.